This data is from Catalyst prediction with 721,799 reactions and 888 catalyst types from USPTO. The task is: Predict which catalyst facilitates the given reaction. (1) Reactant: [CH3:1][S:2](Cl)(=[O:4])=[O:3].[Cl:6][C:7]1[N:12]=[C:11]([CH2:13][OH:14])[CH:10]=[C:9]([CH2:15][O:16][CH2:17][C:18]([F:21])([F:20])[F:19])[N:8]=1.C(N(CC)C(C)C)(C)C.S([O-])([O-])(=O)=O.[Na+].[Na+]. Product: [CH3:1][S:2]([O:14][CH2:13][C:11]1[CH:10]=[C:9]([CH2:15][O:16][CH2:17][C:18]([F:21])([F:19])[F:20])[N:8]=[C:7]([Cl:6])[N:12]=1)(=[O:4])=[O:3]. The catalyst class is: 448. (2) The catalyst class is: 3. Reactant: [F:1][C:2]1[C:7]2[N:8]=[CH:9][S:10][C:6]=2[CH:5]=[C:4]([C:11]([O:13][CH3:14])=[O:12])[C:3]=1[NH:15][C:16]1[CH:21]=[CH:20][CH:19]=[CH:18][C:17]=1[F:22].C1C(=O)N([I:30])C(=O)C1.FC(F)(F)C(O)=O.O. Product: [F:1][C:2]1[C:7]2[N:8]=[CH:9][S:10][C:6]=2[CH:5]=[C:4]([C:11]([O:13][CH3:14])=[O:12])[C:3]=1[NH:15][C:16]1[CH:21]=[CH:20][C:19]([I:30])=[CH:18][C:17]=1[F:22]. (3) Reactant: [CH:1](=[O:4])[CH2:2][CH3:3].[N+:5]([C:8]1[CH:15]=[CH:14][C:11]([CH:12]=O)=[CH:10][CH:9]=1)([O-:7])=[O:6].[OH-].[Na+]. Product: [CH3:3]/[C:2](=[CH:12]\[C:11]1[CH:14]=[CH:15][C:8]([N+:5]([O-:7])=[O:6])=[CH:9][CH:10]=1)/[CH:1]=[O:4]. The catalyst class is: 8. (4) Reactant: [CH3:1][C:2]1[N:25]([CH3:26])[C:5]2[CH:6]=[C:7]([C:22]([OH:24])=O)[C:8]3[CH2:9][CH2:10][C:11]4([NH:20][C:21]=3[C:4]=2[N:3]=1)[CH2:19][C:18]1[C:13](=[CH:14][CH:15]=[CH:16][CH:17]=1)[CH2:12]4.CN(C(ON1N=NC2C=CC=CC1=2)=[N+](C)C)C.[B-](F)(F)(F)F.[CH3:49][NH:50][CH2:51][CH2:52][OH:53]. Product: [OH:53][CH2:52][CH2:51][N:50]([CH3:49])[C:22]([C:7]1[C:8]2[CH2:9][CH2:10][C:11]3([NH:20][C:21]=2[C:4]2[N:3]=[C:2]([CH3:1])[N:25]([CH3:26])[C:5]=2[CH:6]=1)[CH2:12][C:13]1[C:18](=[CH:17][CH:16]=[CH:15][CH:14]=1)[CH2:19]3)=[O:24]. The catalyst class is: 9. (5) Reactant: [CH2:1]([O:8][C:9]1[CH:18]=[CH:17][C:12]([C:13]([O:15][CH3:16])=[O:14])=[CH:11][C:10]=1[NH:19][C:20](=[O:23])[CH2:21]Cl)[C:2]1[CH:7]=[CH:6][CH:5]=[CH:4][CH:3]=1.[NH:24]1[CH2:29][CH2:28][O:27][CH2:26][CH2:25]1.C(N(CC)CC)C.[I-].[K+]. Product: [CH2:1]([O:8][C:9]1[CH:18]=[CH:17][C:12]([C:13]([O:15][CH3:16])=[O:14])=[CH:11][C:10]=1[NH:19][C:20](=[O:23])[CH2:21][N:24]1[CH2:29][CH2:28][O:27][CH2:26][CH2:25]1)[C:2]1[CH:7]=[CH:6][CH:5]=[CH:4][CH:3]=1. The catalyst class is: 3.